Dataset: Forward reaction prediction with 1.9M reactions from USPTO patents (1976-2016). Task: Predict the product of the given reaction. (1) Given the reactants Br[C:2]1[CH:3]=[C:4]([CH:16]=[O:17])[C:5]([N:8]2[CH2:13][C@@H:12]([CH3:14])[O:11][C@@H:10]([CH3:15])[CH2:9]2)=[N:6][CH:7]=1.C([Sn](CCCC)(CCCC)[C:23]1[C:28]([O:29][CH3:30])=[N:27][CH:26]=[CH:25][N:24]=1)CCC, predict the reaction product. The product is: [CH3:15][C@H:10]1[O:11][C@@H:12]([CH3:14])[CH2:13][N:8]([C:5]2[C:4]([CH:16]=[O:17])=[CH:3][C:2]([C:23]3[C:28]([O:29][CH3:30])=[N:27][CH:26]=[CH:25][N:24]=3)=[CH:7][N:6]=2)[CH2:9]1. (2) Given the reactants Br[CH2:2][C:3]([C:5]1[CH:10]=[CH:9][C:8]([CH:11]([CH3:13])[CH3:12])=[CH:7][CH:6]=1)=O.[C:14]([C:17]1[CH:18]=[C:19]([CH:25]=[CH:26][CH:27]=1)[C:20]([O:22][CH2:23]C)=[O:21])(=[NH:16])[NH2:15].C([O-])([O-])=O.[K+].[K+], predict the reaction product. The product is: [CH:11]([C:8]1[CH:9]=[CH:10][C:5]([C:3]2[NH:16][C:14]([C:17]3[CH:18]=[C:19]([CH:25]=[CH:26][CH:27]=3)[C:20]([O:22][CH3:23])=[O:21])=[N:15][CH:2]=2)=[CH:6][CH:7]=1)([CH3:13])[CH3:12]. (3) Given the reactants [N:1]1[C:5]2[CH:6]=[CH:7][CH:8]=[CH:9][C:4]=2[NH:3][C:2]=1[C:10]([F:24])([F:23])[C:11]([C:14]1[NH:15][C:16]2[CH:22]=[CH:21][CH:20]=[CH:19][C:17]=2[N:18]=1)([F:13])[F:12].[H-].[Na+].CO[C:29]1[CH:34]=CC2N=C(C(O)C(O)C3N[C:30]4[CH:31]=C(OC)C=[CH:34][C:29]=4N=3)N[C:31]=2[CH:30]=1.I[CH2:54][CH2:55][CH2:56][CH3:57], predict the reaction product. The product is: [CH2:34]([N:1]1[C:5]2[CH:6]=[CH:7][CH:8]=[CH:9][C:4]=2[N:3]=[C:2]1[C:10]([F:24])([F:23])[C:11]([C:14]1[N:18]([CH2:54][CH2:55][CH2:56][CH3:57])[C:17]2[CH:19]=[CH:20][CH:21]=[CH:22][C:16]=2[N:15]=1)([F:13])[F:12])[CH2:29][CH2:30][CH3:31]. (4) Given the reactants FC(F)(F)S(O[C:7]1[CH:16]=[CH:15][C:14]2[O:13][C@:12]3([CH3:21])[CH2:17][CH2:18][CH2:19][O:20][C@H:11]3[C@:10]3([C:25](=[O:26])[N:24]([CH3:27])[C:23](/[N:28]=C/N(C)C)=[N:22]3)[C:9]=2[CH:8]=1)(=O)=O.[C:35]([C:37]1[CH:38]=[C:39](B(O)O)[CH:40]=[CH:41][CH:42]=1)#[N:36], predict the reaction product. The product is: [NH2:28][C:23]1[N:24]([CH3:27])[C:25](=[O:26])[C@:10]2([N:22]=1)[C:9]1[CH:8]=[C:7]([C:41]3[CH:42]=[C:37]([CH:38]=[CH:39][CH:40]=3)[C:35]#[N:36])[CH:16]=[CH:15][C:14]=1[O:13][C@:12]1([CH3:21])[CH2:17][CH2:18][CH2:19][O:20][C@@H:11]21.